Dataset: Merck oncology drug combination screen with 23,052 pairs across 39 cell lines. Task: Regression. Given two drug SMILES strings and cell line genomic features, predict the synergy score measuring deviation from expected non-interaction effect. (1) Drug 1: O=C(O)C1(Cc2cccc(Nc3nccs3)n2)CCC(Oc2cccc(Cl)c2F)CC1. Cell line: VCAP. Drug 2: CCc1cnn2c(NCc3ccc[n+]([O-])c3)cc(N3CCCCC3CCO)nc12. Synergy scores: synergy=-21.4. (2) Drug 1: COC12C(COC(N)=O)C3=C(C(=O)C(C)=C(N)C3=O)N1CC1NC12. Drug 2: CC(C)CC(NC(=O)C(Cc1ccccc1)NC(=O)c1cnccn1)B(O)O. Cell line: MDAMB436. Synergy scores: synergy=2.63. (3) Drug 1: N.N.O=C(O)C1(C(=O)O)CCC1.[Pt]. Drug 2: Cn1c(=O)n(-c2ccc(C(C)(C)C#N)cc2)c2c3cc(-c4cnc5ccccc5c4)ccc3ncc21. Cell line: HT29. Synergy scores: synergy=33.2. (4) Drug 1: CN1C(=O)C=CC2(C)C3CCC4(C)C(NC(=O)OCC(F)(F)F)CCC4C3CCC12. Drug 2: Cc1nc(Nc2ncc(C(=O)Nc3c(C)cccc3Cl)s2)cc(N2CCN(CCO)CC2)n1. Cell line: T47D. Synergy scores: synergy=-4.44. (5) Drug 1: CCC1(O)CC2CN(CCc3c([nH]c4ccccc34)C(C(=O)OC)(c3cc4c(cc3OC)N(C)C3C(O)(C(=O)OC)C(OC(C)=O)C5(CC)C=CCN6CCC43C65)C2)C1. Drug 2: CC(C)CC(NC(=O)C(Cc1ccccc1)NC(=O)c1cnccn1)B(O)O. Cell line: SW620. Synergy scores: synergy=15.1. (6) Drug 1: COc1cccc2c1C(=O)c1c(O)c3c(c(O)c1C2=O)CC(O)(C(=O)CO)CC3OC1CC(N)C(O)C(C)O1. Drug 2: COC1=C2CC(C)CC(OC)C(O)C(C)C=C(C)C(OC(N)=O)C(OC)C=CC=C(C)C(=O)NC(=CC1=O)C2=O. Cell line: UWB1289BRCA1. Synergy scores: synergy=-25.4. (7) Drug 1: O=S1(=O)NC2(CN1CC(F)(F)F)C1CCC2Cc2cc(C=CCN3CCC(C(F)(F)F)CC3)ccc2C1. Drug 2: O=P1(N(CCCl)CCCl)NCCCO1. Cell line: HCT116. Synergy scores: synergy=5.82. (8) Drug 1: CC(=O)OC1C(=O)C2(C)C(O)CC3OCC3(OC(C)=O)C2C(OC(=O)c2ccccc2)C2(O)CC(OC(=O)C(O)C(NC(=O)c3ccccc3)c3ccccc3)C(C)=C1C2(C)C. Drug 2: Cn1nnc2c(C(N)=O)ncn2c1=O. Cell line: ZR751. Synergy scores: synergy=-18.6. (9) Drug 1: CN(Cc1cnc2nc(N)nc(N)c2n1)c1ccc(C(=O)NC(CCC(=O)O)C(=O)O)cc1. Drug 2: COC1CC2CCC(C)C(O)(O2)C(=O)C(=O)N2CCCCC2C(=O)OC(C(C)CC2CCC(OP(C)(C)=O)C(OC)C2)CC(=O)C(C)C=C(C)C(O)C(OC)C(=O)C(C)CC(C)C=CC=CC=C1C. Synergy scores: synergy=-3.83. Cell line: UWB1289.